This data is from Forward reaction prediction with 1.9M reactions from USPTO patents (1976-2016). The task is: Predict the product of the given reaction. (1) Given the reactants [N:1]1[N:5]2[CH2:6][CH2:7][CH2:8][NH:9][C:4]2=[CH:3][CH:2]=1.[N+:10]([O-])([O-:12])=[O:11].[K+], predict the reaction product. The product is: [N+:10]([C:3]1[CH:2]=[N:1][N:5]2[CH2:6][CH2:7][CH2:8][NH:9][C:4]=12)([O-:12])=[O:11]. (2) Given the reactants CC(C)[O-].[Al+3:5].CC(C)[O-].CC(C)[O-].[C:14]([OH:28])(=[O:27])[CH2:15][CH2:16][CH2:17][CH2:18][CH2:19][CH2:20][CH2:21][CH2:22][CH2:23]CCC, predict the reaction product. The product is: [C:14]([O-:28])(=[O:27])[CH2:15][CH2:16][CH2:17][CH2:18][CH2:19][CH2:20][CH2:21][CH2:22][CH3:23].[C:14]([O-:28])(=[O:27])[CH2:15][CH2:16][CH2:17][CH2:18][CH2:19][CH2:20][CH2:21][CH2:22][CH3:23].[C:14]([O-:28])(=[O:27])[CH2:15][CH2:16][CH2:17][CH2:18][CH2:19][CH2:20][CH2:21][CH2:22][CH3:23].[Al+3:5]. (3) Given the reactants [Cl:1][C:2]1[CH:7]=[C:6]([I:8])[CH:5]=[CH:4][C:3]=1[CH2:9][N:10]1C(=O)C2=CC=CC=C2C1=O.C(Cl)(Cl)Cl, predict the reaction product. The product is: [Cl:1][C:2]1[CH:7]=[C:6]([I:8])[CH:5]=[CH:4][C:3]=1[CH2:9][NH2:10]. (4) Given the reactants [Cl:1][C:2]1[CH:17]=[CH:16][CH:15]=[C:14]([N+:18]([O-])=O)[C:3]=1[C:4]([NH:6][C:7]1[CH:12]=[CH:11][CH:10]=[CH:9][C:8]=1[F:13])=[O:5].C([O-])=O.[NH4+], predict the reaction product. The product is: [NH2:18][C:14]1[CH:15]=[CH:16][CH:17]=[C:2]([Cl:1])[C:3]=1[C:4]([NH:6][C:7]1[CH:12]=[CH:11][CH:10]=[CH:9][C:8]=1[F:13])=[O:5].